This data is from Forward reaction prediction with 1.9M reactions from USPTO patents (1976-2016). The task is: Predict the product of the given reaction. The product is: [C:1]([O:4][C:5]1[CH:10]=[CH:9][C:8]([P:11]([O:22][CH2:23][CH3:24])([CH2:13][P:14]([O:16][CH2:17][CH3:18])([O:19][CH2:20][CH3:21])=[O:15])=[O:12])=[CH:7][C:6]=1[C:25]([CH3:38])([CH3:37])[CH2:26][C:27]([OH:29])=[O:28])(=[O:3])[CH3:2]. Given the reactants [C:1]([O:4][C:5]1[CH:10]=[CH:9][C:8]([P:11]([O:22][CH2:23][CH3:24])([CH2:13][P:14]([O:19][CH2:20][CH3:21])([O:16][CH2:17][CH3:18])=[O:15])=[O:12])=[CH:7][C:6]=1[C:25]([CH3:38])([CH3:37])[CH2:26][C:27]([O:29]CC1C=CC=CC=1)=[O:28])(=[O:3])[CH3:2], predict the reaction product.